Dataset: Full USPTO retrosynthesis dataset with 1.9M reactions from patents (1976-2016). Task: Predict the reactants needed to synthesize the given product. (1) Given the product [CH2:9]([O:16][CH2:17][C@H:18]1[C@H:22]([OH:23])[CH2:21][C:20]([CH2:2][C:1]#[N:3])([OH:41])[CH2:19]1)[C:10]1[CH:11]=[CH:12][CH:13]=[CH:14][CH:15]=1, predict the reactants needed to synthesize it. The reactants are: [C:1](#[N:3])[CH3:2].C([Li])CCC.[CH2:9]([O:16][CH2:17][C@H:18]1[C@H:22]([O:23][Si](C(C)(C)C)(C2C=CC=CC=2)C2C=CC=CC=2)[CH2:21][C:20](=[O:41])[CH2:19]1)[C:10]1[CH:15]=[CH:14][CH:13]=[CH:12][CH:11]=1.[Cl-].[NH4+]. (2) Given the product [CH2:20]([CH:5]1[CH2:9][CH:8]([O:10][CH2:11][C:12]2[CH:13]=[CH:14][CH:15]=[CH:16][CH:17]=2)[CH2:7][O:6]1)[CH:19]=[CH2:18], predict the reactants needed to synthesize it. The reactants are: C(O[CH:5]1[CH2:9][CH:8]([O:10][CH2:11][C:12]2[CH:17]=[CH:16][CH:15]=[CH:14][CH:13]=2)[CH2:7][O:6]1)(=O)C.[CH2:18]([Si](C)(C)C)[CH:19]=[CH2:20].[Sn](Br)(Br)(Br)Br. (3) Given the product [CH3:1][O:2][C:3](=[O:13])[CH2:4][C:5]1[CH:10]=[C:9]([O:11][CH2:14][C:15]2[CH:20]=[CH:19][CH:18]=[CH:17][CH:16]=2)[CH:8]=[C:7]([O:12][CH2:4][C:5]2[CH:10]=[CH:9][CH:8]=[CH:7][CH:6]=2)[CH:6]=1, predict the reactants needed to synthesize it. The reactants are: [CH3:1][O:2][C:3](=[O:13])[CH2:4][C:5]1[CH:10]=[C:9]([OH:11])[CH:8]=[C:7]([OH:12])[CH:6]=1.[CH2:14](Br)[C:15]1[CH:20]=[CH:19][CH:18]=[CH:17][CH:16]=1.C(=O)([O-])[O-].[K+].[K+]. (4) Given the product [C:8]1([C@H:5]([OH:7])[CH3:6])[CH:13]=[CH:12][CH:11]=[CH:10][CH:9]=1, predict the reactants needed to synthesize it. The reactants are: C([O-])=O.[K+].[C:5]([C:8]1[CH:13]=[CH:12][CH:11]=[CH:10][CH:9]=1)(=[O:7])[CH3:6]. (5) The reactants are: [CH2:1]([NH:8][CH2:9][C:10]1[CH:15]=[CH:14][CH:13]=[CH:12][CH:11]=1)[C:2]1[CH:7]=[CH:6][CH:5]=[CH:4][CH:3]=1.Cl[S:17]([C:20]1[CH:29]=[CH:28][C:23]([C:24]([O:26]C)=[O:25])=[CH:22][CH:21]=1)(=[O:19])=[O:18]. Given the product [CH2:9]([N:8]([CH2:1][C:2]1[CH:7]=[CH:6][CH:5]=[CH:4][CH:3]=1)[S:17]([C:20]1[CH:21]=[CH:22][C:23]([C:24]([OH:26])=[O:25])=[CH:28][CH:29]=1)(=[O:19])=[O:18])[C:10]1[CH:15]=[CH:14][CH:13]=[CH:12][CH:11]=1, predict the reactants needed to synthesize it. (6) Given the product [F:63][C:61]1[CH:60]=[CH:59][C:58]([C:64]([F:66])([F:65])[F:67])=[C:57]([CH:62]=1)[C:56]([N:53]1[CH2:54][CH2:55][N:50]([C:48](=[O:49])[CH2:47][NH:46][C:42]([C:40]2[N:39]=[N:38][N:37]([C:33]3[CH:32]=[N:31][CH:36]=[CH:35][CH:34]=3)[CH:41]=2)=[O:44])[CH2:51][CH2:52]1)=[O:68], predict the reactants needed to synthesize it. The reactants are: CCN(C(C)C)C(C)C.C1C=CC2N(O)N=NC=2C=1.CCN=C=NCCCN(C)C.[N:31]1[CH:36]=[CH:35][CH:34]=[C:33]([N:37]2[CH:41]=[C:40]([C:42]([OH:44])=O)[N:39]=[N:38]2)[CH:32]=1.Cl.[NH2:46][CH2:47][C:48]([N:50]1[CH2:55][CH2:54][N:53]([C:56](=[O:68])[C:57]2[CH:62]=[C:61]([F:63])[CH:60]=[CH:59][C:58]=2[C:64]([F:67])([F:66])[F:65])[CH2:52][CH2:51]1)=[O:49].FC1C=CC(C(F)(F)F)=C(C=1)C(O)=O.